Dataset: Full USPTO retrosynthesis dataset with 1.9M reactions from patents (1976-2016). Task: Predict the reactants needed to synthesize the given product. The reactants are: [Cl:1][C:2]1[C:3](=[O:11])[N:4]([CH2:9][CH3:10])[N:5]=[CH:6][C:7]=1Cl.[CH3:12][O-:13].[Na+]. Given the product [Cl:1][C:2]1[C:3](=[O:11])[N:4]([CH2:9][CH3:10])[N:5]=[CH:6][C:7]=1[O:13][CH3:12], predict the reactants needed to synthesize it.